From a dataset of Reaction yield outcomes from USPTO patents with 853,638 reactions. Predict the reaction yield, written as a fraction of the theoretical maximum amount of product (1.0 means a 100% yield; for example, 0.34 means a 34% yield). (1) The reactants are Cl[CH2:2][C:3]1[CH:8]=[CH:7][C:6]([C:9]([OH:35])([C:29]2[N:33]([CH3:34])[CH:32]=[N:31][CH:30]=2)[C:10]2[CH:11]=[C:12]3[C:17](=[CH:18][CH:19]=2)[N:16]([CH3:20])[C:15](=[O:21])[CH:14]=[C:13]3[C:22]2[CH:27]=[CH:26][CH:25]=[C:24]([Cl:28])[CH:23]=2)=[CH:5][CH:4]=1.[CH3:36][CH2:37][O-:38].[Na+].CCO.O. The catalyst is C(O)C. The product is [Cl:28][C:24]1[CH:23]=[C:22]([C:13]2[C:12]3[C:17](=[CH:18][CH:19]=[C:10]([C:9]([C:6]4[CH:7]=[CH:8][C:3]([CH2:2][O:38][CH2:37][CH3:36])=[CH:4][CH:5]=4)([OH:35])[C:29]4[N:33]([CH3:34])[CH:32]=[N:31][CH:30]=4)[CH:11]=3)[N:16]([CH3:20])[C:15](=[O:21])[CH:14]=2)[CH:27]=[CH:26][CH:25]=1. The yield is 0.330. (2) The reactants are [C:1]([O:5][C:6]([N:8]([C:24]([O:26][C:27]([CH3:30])([CH3:29])[CH3:28])=[O:25])[C:9]1[O:17][C:16]2[C:11](=[N:12][CH:13]=[C:14](Br)[CH:15]=2)[C:10]=1[C:19]([O:21][CH2:22][CH3:23])=[O:20])=[O:7])([CH3:4])([CH3:3])[CH3:2].[C:31]([Si:35]([CH3:50])([CH3:49])[O:36][CH2:37]/[CH:38]=[CH:39]/B1OC(C)(C)C(C)(C)O1)([CH3:34])([CH3:33])[CH3:32].[O-]P([O-])([O-])=O.[K+].[K+].[K+].O. The catalyst is O1CCOCC1.O.C(Cl)Cl.C1(P(C2CCCCC2)C2C=CC=CC=2C2C(C(C)C)=CC(C(C)C)=CC=2C(C)C)CCCCC1.NC1C=CC=CC=1C1C=CC=CC=1[Pd]Cl. The product is [C:1]([O:5][C:6]([N:8]([C:24]([O:26][C:27]([CH3:30])([CH3:29])[CH3:28])=[O:25])[C:9]1[O:17][C:16]2[C:11](=[N:12][CH:13]=[C:14](/[CH:39]=[CH:38]/[CH2:37][O:36][Si:35]([C:31]([CH3:34])([CH3:33])[CH3:32])([CH3:49])[CH3:50])[CH:15]=2)[C:10]=1[C:19]([O:21][CH2:22][CH3:23])=[O:20])=[O:7])([CH3:4])([CH3:3])[CH3:2]. The yield is 1.00. (3) The reactants are [N+:1]([C:4]1[CH:5]=[CH:6][C:7]2[O:11][C:10]([C:12]3[CH:17]=[CH:16][CH:15]=[CH:14][CH:13]=3)=[CH:9][C:8]=2[CH:18]=1)([O-])=O.[Cl-].[NH4+]. The catalyst is C(O)C.O.C(OCC)(=O)C.[Fe]. The product is [C:12]1([C:10]2[O:11][C:7]3[CH:6]=[CH:5][C:4]([NH2:1])=[CH:18][C:8]=3[CH:9]=2)[CH:13]=[CH:14][CH:15]=[CH:16][CH:17]=1. The yield is 0.960. (4) The reactants are [CH3:1][C:2]([CH3:5])([O-])[CH3:3].[K+].CC(P(OC)(O)=O)([C:10]([O-:12])=[O:11])C.CC(C1[CH:26]=[CH:25][C:24]([N:27]2[CH2:32][CH2:31][O:30][CH2:29][CH2:28]2)=[CH:23][CH:22]=1)=O.[CH2:33]1COCC1. The catalyst is Cl. The product is [CH3:33][O:12][C:10](=[O:11])[CH:1]=[C:2]([C:5]1[CH:26]=[CH:25][C:24]([N:27]2[CH2:32][CH2:31][O:30][CH2:29][CH2:28]2)=[CH:23][CH:22]=1)[CH3:3]. The yield is 0.699. (5) The reactants are [F:1][C:2]1[CH:7]=[CH:6][CH:5]=[CH:4][C:3]=1[CH2:8][CH2:9][C:10]1[CH:15]=[CH:14][N:13]=[CH:12][C:11]=1[O:16][CH3:17]. The catalyst is C(#N)C.C(Br)C1C=CC=CC=1. The product is [CH2:8]([N:13]1[CH2:14][CH2:15][C:10]([CH2:9][CH2:8][C:3]2[CH:4]=[CH:5][CH:6]=[CH:7][C:2]=2[F:1])=[C:11]([O:16][CH3:17])[CH2:12]1)[C:3]1[CH:4]=[CH:5][CH:6]=[CH:7][CH:2]=1. The yield is 0.800. (6) The reactants are [C:1]([O:4][C@@H:5]([C@:16]12[CH2:51][C:50](=[O:52])[C:49]([CH:53]([CH3:55])[CH3:54])=[C:17]1[C@@H:18]1[C@@:31]([CH3:34])([CH2:32][CH2:33]2)[C@@:30]2([CH3:35])[C@@H:21]([C@:22]3([CH3:48])[C@@H:27]([CH2:28][CH2:29]2)[C:26]([CH3:37])([CH3:36])[C@@H:25]([O:38][C:39](=[O:47])[CH2:40][C:41]([CH3:46])([CH3:45])[C:42]([OH:44])=[O:43])[CH2:24][CH2:23]3)[CH2:20][CH2:19]1)[CH2:6][NH:7][CH2:8][C:9]1[CH:14]=[CH:13][C:12]([Cl:15])=[CH:11][CH:10]=1)(=[O:3])[CH3:2].C=O.[BH3-][C:59]#N.[Na+]. The catalyst is CO. The product is [C:1]([O:4][C@@H:5]([C@:16]12[CH2:51][C:50](=[O:52])[C:49]([CH:53]([CH3:55])[CH3:54])=[C:17]1[C@@H:18]1[C@@:31]([CH3:34])([CH2:32][CH2:33]2)[C@@:30]2([CH3:35])[C@@H:21]([C@:22]3([CH3:48])[C@@H:27]([CH2:28][CH2:29]2)[C:26]([CH3:37])([CH3:36])[C@@H:25]([O:38][C:39](=[O:47])[CH2:40][C:41]([CH3:45])([CH3:46])[C:42]([OH:44])=[O:43])[CH2:24][CH2:23]3)[CH2:20][CH2:19]1)[CH2:6][N:7]([CH2:8][C:9]1[CH:10]=[CH:11][C:12]([Cl:15])=[CH:13][CH:14]=1)[CH3:59])(=[O:3])[CH3:2]. The yield is 0.650. (7) The reactants are [NH:1]1[C:5]2[CH:6]=[CH:7][CH:8]=[CH:9][C:4]=2[N:3]=[N:2]1.Br[CH2:11][C:12]([O:14][C:15]([CH3:18])([CH3:17])[CH3:16])=[O:13]. No catalyst specified. The product is [C:15]([O:14][C:12](=[O:13])[CH2:11][N:1]1[C:5]2[CH:6]=[CH:7][CH:8]=[CH:9][C:4]=2[N:3]=[N:2]1)([CH3:18])([CH3:17])[CH3:16]. The yield is 0.170. (8) The reactants are [C:1]([O:5][C:6]([N:8]1[CH2:12][C@H:11]([S:13][CH2:14][C:15]2[CH:20]=[CH:19][C:18]([O:21][CH3:22])=[CH:17][CH:16]=2)[CH2:10][C@H:9]1[CH:23]=[N:24][CH2:25][C:26]1[CH:31]=[C:30]([F:32])[CH:29]=[CH:28][C:27]=1[F:33])=[O:7])([CH3:4])([CH3:3])[CH3:2].[BH4-].[Na+].O. The catalyst is CO. The product is [C:1]([O:5][C:6]([N:8]1[CH2:12][C@H:11]([S:13][CH2:14][C:15]2[CH:20]=[CH:19][C:18]([O:21][CH3:22])=[CH:17][CH:16]=2)[CH2:10][C@H:9]1[CH2:23][NH:24][CH2:25][C:26]1[CH:31]=[C:30]([F:32])[CH:29]=[CH:28][C:27]=1[F:33])=[O:7])([CH3:4])([CH3:2])[CH3:3]. The yield is 0.670. (9) The reactants are Cl.Cl.[CH3:3][N:4]1[CH2:9][CH2:8][N:7]([C:10]([CH:12]2[CH2:17][CH2:16][NH:15][CH2:14][CH2:13]2)=[O:11])[CH2:6][CH2:5]1.CCN(C(C)C)C(C)C.[Br:27][C:28]1[C:33]([N+:34]([O-:36])=[O:35])=[C:32](Br)[C:31]([F:38])=[CH:30][N:29]=1. The catalyst is CN1C(=O)CCC1.CCOC(C)=O. The product is [Br:27][C:28]1[C:33]([N+:34]([O-:36])=[O:35])=[C:32]([N:15]2[CH2:16][CH2:17][CH:12]([C:10]([N:7]3[CH2:6][CH2:5][N:4]([CH3:3])[CH2:9][CH2:8]3)=[O:11])[CH2:13][CH2:14]2)[C:31]([F:38])=[CH:30][N:29]=1. The yield is 0.810. (10) The reactants are [Br:1][C:2]1[CH:7]=[CH:6][C:5]([N:8]2[C:12]([NH:13][S:14]([CH:17]([CH3:19])[CH3:18])(=[O:16])=[O:15])=[C:11](C(O)=O)[CH:10]=[N:9]2)=[CH:4][CH:3]=1.CCOC(C)=O.CCCCCC. The catalyst is N1C2C(=CC=CC=2)C=CC=1.[Cu]. The product is [Br:1][C:2]1[CH:3]=[CH:4][C:5]([N:8]2[C:12]([NH:13][S:14]([CH:17]([CH3:19])[CH3:18])(=[O:16])=[O:15])=[CH:11][CH:10]=[N:9]2)=[CH:6][CH:7]=1. The yield is 0.760.